Regression. Given a peptide amino acid sequence and an MHC pseudo amino acid sequence, predict their binding affinity value. This is MHC class I binding data. From a dataset of Peptide-MHC class I binding affinity with 185,985 pairs from IEDB/IMGT. The peptide sequence is AKIALAVYK. The MHC is HLA-A69:01 with pseudo-sequence HLA-A69:01. The binding affinity (normalized) is 0.0847.